Dataset: Full USPTO retrosynthesis dataset with 1.9M reactions from patents (1976-2016). Task: Predict the reactants needed to synthesize the given product. (1) Given the product [CH2:73]([O:75][C:76](=[O:80])[CH2:77][CH2:4][NH:5][C:6](=[O:37])[C:7]1[CH:12]=[C:11]([Cl:13])[C:10]([O:14][C:15]2[CH:20]=[CH:19][N:18]=[CH:17][C:16]=2[C:21]([N:23]2[C:32]3[C:27](=[CH:28][CH:29]=[CH:30][CH:31]=3)[N:26]([CH:33]3[CH2:34][CH2:35]3)[CH2:25][CH2:24]2)=[O:22])=[CH:9][C:8]=1[Cl:36])[CH3:74], predict the reactants needed to synthesize it. The reactants are: COC(=O)[CH2:4][NH:5][C:6](=[O:37])[C:7]1[CH:12]=[C:11]([Cl:13])[C:10]([O:14][C:15]2[CH:20]=[CH:19][N:18]=[CH:17][C:16]=2[C:21]([N:23]2[C:32]3[C:27](=[CH:28][CH:29]=[CH:30][CH:31]=3)[N:26]([CH:33]3[CH2:35][CH2:34]3)[CH2:25][CH2:24]2)=[O:22])=[CH:9][C:8]=1[Cl:36].CN(C(ON1N=NC2C=CC=NC1=2)=[N+](C)C)C.F[P-](F)(F)(F)(F)F.C(N(CC)C(C)C)(C)C.Cl.[CH2:73]([O:75][C:76](=[O:80])[CH2:77]CN)[CH3:74]. (2) Given the product [Si:9]([O:16][CH2:17][C@@H:18]([N:27]1[CH:32]=[CH:31][C:30]([C:33]2[CH:38]=[CH:37][N:36]=[C:35]([NH:8][C:6]3[CH:5]=[CH:4][N:3]=[C:2]([CH3:1])[N:7]=3)[N:34]=2)=[CH:29][C:28]1=[O:43])[C:19]1[CH:24]=[CH:23][C:22]([Cl:25])=[C:21]([F:26])[CH:20]=1)([C:12]([CH3:15])([CH3:13])[CH3:14])([CH3:11])[CH3:10], predict the reactants needed to synthesize it. The reactants are: [CH3:1][C:2]1[N:7]=[C:6]([NH2:8])[CH:5]=[CH:4][N:3]=1.[Si:9]([O:16][CH2:17][C@@H:18]([N:27]1[CH:32]=[CH:31][C:30]([C:33]2[CH:38]=[CH:37][N:36]=[C:35](S(C)(=O)=O)[N:34]=2)=[CH:29][C:28]1=[O:43])[C:19]1[CH:24]=[CH:23][C:22]([Cl:25])=[C:21]([F:26])[CH:20]=1)([C:12]([CH3:15])([CH3:14])[CH3:13])([CH3:11])[CH3:10].O. (3) The reactants are: [Cl:1][C:2]1[C:10]([O:11][CH2:12][CH2:13][CH2:14]Cl)=[CH:9][C:8]([C:16]2[N:17]([C:32]([O:34][C:35]([CH3:38])([CH3:37])[CH3:36])=[O:33])[C:18]3[C:23]([CH:24]=2)=[CH:22][C:21]([CH2:25][N:26]2[CH2:31][CH2:30][CH2:29][CH2:28][CH2:27]2)=[CH:20][CH:19]=3)=[C:7]2[C:3]=1[CH2:4][NH:5][C:6]2=[O:39].[NH:40]1[CH2:44][CH2:43][CH2:42][C@H:41]1[CH2:45][OH:46].O. Given the product [Cl:1][C:2]1[C:10]([O:11][CH2:12][CH2:13][CH2:14][N:40]2[CH2:44][CH2:43][CH2:42][C@H:41]2[CH2:45][OH:46])=[CH:9][C:8]([C:16]2[N:17]([C:32]([O:34][C:35]([CH3:38])([CH3:37])[CH3:36])=[O:33])[C:18]3[C:23]([CH:24]=2)=[CH:22][C:21]([CH2:25][N:26]2[CH2:27][CH2:28][CH2:29][CH2:30][CH2:31]2)=[CH:20][CH:19]=3)=[C:7]2[C:3]=1[CH2:4][NH:5][C:6]2=[O:39], predict the reactants needed to synthesize it. (4) Given the product [CH3:41][C:38]1[CH:37]=[C:36]([C:32]2[CH:31]=[C:30]([C:28]3[CH2:27][C:26](=[O:42])[NH:19][C:9]4[CH:10]=[C:11]([N:14]5[CH:18]=[CH:17][CH:16]=[CH:15]5)[CH:12]=[CH:13][C:8]=4[N:7]=3)[CH:35]=[CH:34][CH:33]=2)[O:40][N:39]=1, predict the reactants needed to synthesize it. The reactants are: C(OC(=O)[NH:7][C:8]1[CH:13]=[CH:12][C:11]([N:14]2[CH:18]=[CH:17][CH:16]=[CH:15]2)=[CH:10][C:9]=1[NH2:19])(C)(C)C.C(O[C:26](=[O:42])[CH2:27][C:28]([C:30]1[CH:35]=[CH:34][CH:33]=[C:32]([C:36]2[O:40][N:39]=[C:38]([CH3:41])[CH:37]=2)[CH:31]=1)=O)(C)(C)C.C(O)(C(F)(F)F)=O. (5) The reactants are: [Br:1][C:2]1[CH:3]=[CH:4][C:5]([O:16][CH2:17][CH2:18][CH3:19])=[C:6]([C:8]2[CH:13]=[C:12]([Cl:14])[N:11]=[C:10]([NH2:15])[N:9]=2)[CH:7]=1.NC1N=[C:25](C2C=C(Br)C=CC=2O)[CH:24]=[C:23](Cl)N=1.C(O)CCCCC. Given the product [Br:1][C:2]1[CH:3]=[CH:4][C:5]([O:16][CH2:17][CH2:18][CH2:19][CH2:23][CH2:24][CH3:25])=[C:6]([C:8]2[CH:13]=[C:12]([Cl:14])[N:11]=[C:10]([NH2:15])[N:9]=2)[CH:7]=1, predict the reactants needed to synthesize it. (6) The reactants are: [OH-].[Na+].[Cl:3][C:4]1[CH:5]=[CH:6][C:7]2[N:13]([CH2:14][C:15]([CH3:18])([CH3:17])[CH3:16])[C:12](=[O:19])[C@@H:11]([CH2:20][C:21]3[N:25]=[C:24]([S:26][CH2:27][C:28]([O:30]CC)=[O:29])[S:23][N:22]=3)[O:10][C@H:9]([C:33]3[CH:38]=[CH:37][CH:36]=[C:35]([O:39][CH3:40])[C:34]=3[O:41][CH3:42])[C:8]=2[CH:43]=1. Given the product [Cl:3][C:4]1[CH:5]=[CH:6][C:7]2[N:13]([CH2:14][C:15]([CH3:17])([CH3:16])[CH3:18])[C:12](=[O:19])[C@@H:11]([CH2:20][C:21]3[N:25]=[C:24]([S:26][CH2:27][C:28]([OH:30])=[O:29])[S:23][N:22]=3)[O:10][C@H:9]([C:33]3[CH:38]=[CH:37][CH:36]=[C:35]([O:39][CH3:40])[C:34]=3[O:41][CH3:42])[C:8]=2[CH:43]=1, predict the reactants needed to synthesize it.